From a dataset of Forward reaction prediction with 1.9M reactions from USPTO patents (1976-2016). Predict the product of the given reaction. (1) Given the reactants [Br:1][C:2]1[CH:7]=[CH:6][C:5]([OH:8])=[C:4]([C:9]([CH3:13])([CH3:12])[CH2:10][CH3:11])[CH:3]=1.C(N(CC)CC)C.[C:21]([Si:25](Cl)([CH3:27])[CH3:26])([CH3:24])([CH3:23])[CH3:22], predict the reaction product. The product is: [Br:1][C:2]1[CH:7]=[CH:6][C:5]([O:8][Si:25]([C:21]([CH3:24])([CH3:23])[CH3:22])([CH3:27])[CH3:26])=[C:4]([C:9]([CH3:12])([CH3:13])[CH2:10][CH3:11])[CH:3]=1. (2) Given the reactants [CH3:1][O:2][C:3]([C:5]1[C:6](=[O:17])[S:7][C:8]2[C:13]([C:14]=1[OH:15])=[CH:12][C:11](Br)=[CH:10][CH:9]=2)=[O:4].[F:18][C:19]([F:30])([F:29])[C:20]1[CH:25]=[CH:24][CH:23]=[CH:22][C:21]=1B(O)O, predict the reaction product. The product is: [CH3:1][O:2][C:3]([C:5]1[C:6](=[O:17])[S:7][C:8]2[C:13]([C:14]=1[OH:15])=[CH:12][C:11]([C:21]1[CH:22]=[CH:23][CH:24]=[CH:25][C:20]=1[C:19]([F:30])([F:29])[F:18])=[CH:10][CH:9]=2)=[O:4]. (3) Given the reactants [CH3:1][S:2][C:3]1[N:7]([C:8]2[C:17]3[C:12](=[CH:13][CH:14]=[CH:15][CH:16]=3)[C:11]([CH3:18])=[CH:10][CH:9]=2)[CH:6]=[N:5][N:4]=1.[Br:19][C:20]1[CH:25]=[CH:24][CH:23]=[CH:22][C:21]=1[NH:26][C:27](=[O:30])CCl.[C:31](=O)([O-])[O-].[K+].[K+].O, predict the reaction product. The product is: [Br:19][C:20]1[CH:25]=[CH:24][CH:23]=[CH:22][C:21]=1[NH:26][C:27](=[O:30])[CH2:1][S:2][C:3]1[N:7]([C:8]2[C:17]3[C:12](=[CH:13][CH:14]=[CH:15][CH:16]=3)[C:11]([CH3:18])=[CH:10][CH:9]=2)[C:6]([CH3:31])=[N:5][N:4]=1. (4) Given the reactants [F:1][C:2]1([F:40])[CH2:6][CH2:5][N:4]([CH2:7][C:8]2[CH:9]=[C:10]([C:13]([C:15]3[C:16]([NH:21][C@H:22]4[CH2:26][C@H:25]([O:27][Si:28]([CH:35]([CH3:37])[CH3:36])([CH:32]([CH3:34])[CH3:33])[CH:29]([CH3:31])[CH3:30])[C@@H:24]([CH2:38][OH:39])[CH2:23]4)=[N:17][CH:18]=[N:19][CH:20]=3)=[O:14])[S:11][CH:12]=2)[CH2:3]1.Cl[S:42]([NH2:45])(=[O:44])=[O:43], predict the reaction product. The product is: [S:42](=[O:44])(=[O:43])([O:39][CH2:38][C@H:24]1[CH2:23][C@@H:22]([NH:21][C:16]2[C:15]([C:13]([C:10]3[S:11][CH:12]=[C:8]([CH2:7][N:4]4[CH2:5][CH2:6][C:2]([F:1])([F:40])[CH2:3]4)[CH:9]=3)=[O:14])=[CH:20][N:19]=[CH:18][N:17]=2)[CH2:26][C@@H:25]1[O:27][Si:28]([CH:35]([CH3:37])[CH3:36])([CH:32]([CH3:33])[CH3:34])[CH:29]([CH3:31])[CH3:30])[NH2:45].